Dataset: Full USPTO retrosynthesis dataset with 1.9M reactions from patents (1976-2016). Task: Predict the reactants needed to synthesize the given product. (1) The reactants are: [NH2:1][C:2]1[N:6]([C:7]2[CH:12]=[CH:11][CH:10]=[CH:9][CH:8]=2)[NH:5][C:4](=[O:13])[C:3]=1[CH3:14].[C:15]1(B(O)O)[CH:20]=[CH:19][CH:18]=[CH:17][CH:16]=1.N1C=CC=CC=1. Given the product [CH3:14][C:3]1[C:4]([O:13][C:15]2[CH:20]=[CH:19][CH:18]=[CH:17][CH:16]=2)=[N:5][N:6]([C:7]2[CH:12]=[CH:11][CH:10]=[CH:9][CH:8]=2)[C:2]=1[NH2:1], predict the reactants needed to synthesize it. (2) Given the product [S:1]1[C:5]2[CH:6]=[CH:7][CH:8]=[CH:9][C:4]=2[N:3]=[C:2]1[NH:10][C:11]([C:13]1[CH:14]=[CH:15][CH:16]=[C:17]2[C:22]=1[CH2:21][N:20]([C:23]1[N:28]=[C:27]([C:29]([O:31][C:32]([CH3:35])([CH3:34])[CH3:33])=[O:30])[C:26]([C:36]3[CH:37]=[C:38]4[C:43](=[CH:44][CH:45]=3)[CH2:42][N:41]([CH2:46][C:47]3[CH:52]=[CH:51][CH:50]=[CH:49][CH:48]=3)[CH2:40][CH2:39]4)=[CH:25][CH:24]=1)[CH2:19][CH2:18]2)=[O:12], predict the reactants needed to synthesize it. The reactants are: [S:1]1[C:5]2[CH:6]=[CH:7][CH:8]=[CH:9][C:4]=2[N:3]=[C:2]1[NH:10][C:11]([C:13]1[CH:14]=[CH:15][CH:16]=[C:17]2[C:22]=1[CH2:21][N:20]([C:23]1[N:28]=[C:27]([C:29]([O:31][C:32]([CH3:35])([CH3:34])[CH3:33])=[O:30])[C:26]([C:36]3[CH:37]=[C:38]4[C:43](=[CH:44][CH:45]=3)[CH2:42][NH:41][CH2:40][CH2:39]4)=[CH:25][CH:24]=1)[CH2:19][CH2:18]2)=[O:12].[CH:46](=O)[C:47]1[CH:52]=[CH:51][CH:50]=[CH:49][CH:48]=1.C(O)(=O)C.CO. (3) Given the product [F:21][C@@H:19]1[CH2:20][N:16]([C:14](=[O:15])[CH2:13][NH:12][C:7]23[CH2:8][CH2:9][C:4]([C:1]([NH:32][C:29]4[CH:30]=[CH:31][C:26]([O:25][CH3:24])=[CH:27][CH:28]=4)=[O:2])([CH2:5][CH2:6]2)[CH2:11][CH2:10]3)[C@H:17]([C:22]#[N:23])[CH2:18]1, predict the reactants needed to synthesize it. The reactants are: [C:1]([C:4]12[CH2:11][CH2:10][C:7]([NH:12][CH2:13][C:14]([N:16]3[CH2:20][C@@H:19]([F:21])[CH2:18][C@H:17]3[C:22]#[N:23])=[O:15])([CH2:8][CH2:9]1)[CH2:6][CH2:5]2)(O)=[O:2].[CH3:24][O:25][C:26]1[CH:31]=[CH:30][C:29]([NH:32]C2C=CC=CC=2)=[CH:28][CH:27]=1. (4) Given the product [C:1]([O:5][C:6]([N:8]([CH2:21][CH2:22][N:23]([C:30]([O:32][C:33]([CH3:36])([CH3:35])[CH3:34])=[O:31])[C:24]1[CH:29]=[CH:28][CH:27]=[CH:26][N:25]=1)[CH:9]1[CH2:10][CH2:11][CH:12]([CH2:15][C:16]([OH:18])=[O:17])[CH2:13][CH2:14]1)=[O:7])([CH3:3])([CH3:4])[CH3:2], predict the reactants needed to synthesize it. The reactants are: [C:1]([O:5][C:6]([N:8]([CH2:21][CH2:22][N:23]([C:30]([O:32][C:33]([CH3:36])([CH3:35])[CH3:34])=[O:31])[C:24]1[CH:29]=[CH:28][CH:27]=[CH:26][N:25]=1)[CH:9]1[CH2:14][CH2:13][CH:12]([CH2:15][C:16]([O:18]CC)=[O:17])[CH2:11][CH2:10]1)=[O:7])([CH3:4])([CH3:3])[CH3:2].CO.O.[OH-].[Li+].Cl. (5) Given the product [C:11]([O:10][C:8]([C:7]1[C:6]([OH:5])=[C:18]([C:19]([F:20])([F:21])[F:22])[CH:17]=[CH:16][C:15]=1[CH2:23][O:24][C:25]1[CH:30]=[CH:29][C:28]([C:31]2[CH:36]=[CH:35][C:34]([CH2:37][C:38]([OH:40])=[O:39])=[C:33]([CH3:42])[CH:32]=2)=[CH:27][CH:26]=1)=[O:9])([CH3:14])([CH3:12])[CH3:13], predict the reactants needed to synthesize it. The reactants are: [OH-].[Na+].CO.[OH:5][C:6]1[C:18]([C:19]([F:22])([F:21])[F:20])=[CH:17][CH:16]=[C:15]([CH2:23][O:24][C:25]2[CH:30]=[CH:29][C:28]([C:31]3[CH:36]=[CH:35][C:34]([CH2:37][C:38]([O:40]C)=[O:39])=[C:33]([CH3:42])[CH:32]=3)=[CH:27][CH:26]=2)[C:7]=1[C:8]([O:10][C:11]([CH3:14])([CH3:13])[CH3:12])=[O:9].Cl. (6) Given the product [CH3:1][N:2]1[C@@H:19]2[CH2:20][C:7]3=[CH:8][CH:9]=[C:10]([OH:22])[C:11]4[O:12][C@H:13]5[C:14]([CH2:16][CH2:17][C@:18]2([OH:21])[C@:5]5([C:6]=43)[CH2:4][CH2:3]1)=[O:15].[ClH:23], predict the reactants needed to synthesize it. The reactants are: [CH3:1][N:2]1[C@@H:19]2[CH2:20][C:7]3=[CH:8][CH:9]=[C:10]([OH:22])[C:11]4[O:12][C@H:13]5[C:14]([CH2:16][CH2:17][C@:18]2([OH:21])[C@:5]5([C:6]=43)[CH2:4][CH2:3]1)=[O:15].[ClH:23]. (7) Given the product [O:1]1[C:10]2[C:5](=[CH:6][CH:7]=[CH:8][CH:9]=2)[CH:4]([CH2:11][C:12]([C:27]([F:30])([F:28])[F:29])([OH:26])[CH2:13][NH:14][C:15]2[CH:24]=[CH:23][CH:22]=[C:21]3[C:16]=2[CH:17]=[CH:18][C:19]([CH3:25])=[N:20]3)[CH2:3][CH2:2]1, predict the reactants needed to synthesize it. The reactants are: [O:1]1[C:10]2[C:5](=[CH:6][CH:7]=[CH:8][CH:9]=2)[C:4]([CH2:11][C:12]([C:27]([F:30])([F:29])[F:28])([OH:26])[CH2:13][NH:14][C:15]2[CH:24]=[CH:23][CH:22]=[C:21]3[C:16]=2[CH:17]=[CH:18][C:19]([CH3:25])=[N:20]3)=[CH:3][CH2:2]1.